Task: Regression/Classification. Given a drug SMILES string, predict its toxicity properties. Task type varies by dataset: regression for continuous values (e.g., LD50, hERG inhibition percentage) or binary classification for toxic/non-toxic outcomes (e.g., AMES mutagenicity, cardiotoxicity, hepatotoxicity). Dataset: ld50_zhu.. Dataset: Acute oral toxicity (LD50) regression data from Zhu et al. The drug is C=C[Si](Cl)(Cl)CC. The rat oral LD50 is 1.74, given as -log10 of the dose in mol/kg body weight (higher means more acutely toxic).